This data is from Peptide-MHC class I binding affinity with 185,985 pairs from IEDB/IMGT. The task is: Regression. Given a peptide amino acid sequence and an MHC pseudo amino acid sequence, predict their binding affinity value. This is MHC class I binding data. (1) The peptide sequence is VTYVPSQER. The MHC is HLA-A31:01 with pseudo-sequence HLA-A31:01. The binding affinity (normalized) is 0.708. (2) The peptide sequence is GFDAWFSQR. The binding affinity (normalized) is 0.0474. The MHC is HLA-A11:01 with pseudo-sequence HLA-A11:01. (3) The peptide sequence is FQAGMRLYF. The MHC is HLA-A01:01 with pseudo-sequence HLA-A01:01. The binding affinity (normalized) is 0.0847. (4) The peptide sequence is IIGFFLVTY. The MHC is HLA-B27:05 with pseudo-sequence HLA-B27:05. The binding affinity (normalized) is 0.0847. (5) The peptide sequence is MLNIMNRRK. The MHC is HLA-A03:01 with pseudo-sequence HLA-A03:01. The binding affinity (normalized) is 0.718.